This data is from CYP2D6 inhibition data for predicting drug metabolism from PubChem BioAssay. The task is: Regression/Classification. Given a drug SMILES string, predict its absorption, distribution, metabolism, or excretion properties. Task type varies by dataset: regression for continuous measurements (e.g., permeability, clearance, half-life) or binary classification for categorical outcomes (e.g., BBB penetration, CYP inhibition). Dataset: cyp2d6_veith. (1) The compound is Cc1ccc2nc(C3CCCN(C(=S)Nc4ccccc4C)C3)[nH]c2c1. The result is 1 (inhibitor). (2) The result is 0 (non-inhibitor). The molecule is CCCn1c(-c2ccccc2)nc2c(=O)n(C)c(=O)[nH]c21. (3) The drug is O=c1c(-c2ccccc2)nc2cnc(Nc3ccccc3)nc2n1Cc1cccs1. The result is 0 (non-inhibitor). (4) The compound is COc1ncc2ncc(=O)n(C[C@H]3CCCO3)c2n1. The result is 0 (non-inhibitor). (5) The compound is COCCn1c(=O)c(-c2ccc(OC)cc2)nc2cnc(Nc3cccc(OC)c3)nc21. The result is 0 (non-inhibitor). (6) The drug is O=C(CSc1ncnc2nc[nH]c12)c1ccccc1. The result is 0 (non-inhibitor). (7) The drug is C=C(C)COc1ccc2c(c1)CC[C@H]1[C@H]2CC[C@]2(C)C(=O)/C(=N/O)C[C@H]12. The result is 0 (non-inhibitor). (8) The compound is CC(=O)c1nnn(-c2nc(N)nc(N(c3ccccc3)c3ccccc3)n2)c1C. The result is 0 (non-inhibitor). (9) The drug is CC1=C(C(=O)N2CCCCCC2)C2(CCC(C)CC2)OC1=O. The result is 0 (non-inhibitor). (10) The drug is C[C@H](O)CO[C@@H]1[C@@H](O)[C@@H]2O[C@H]3O[C@H](CO)[C@@H](O[C@H]4O[C@H](CO)[C@@H](O[C@H]5O[C@H](CO)[C@@H](O[C@H]6O[C@H](CO)[C@@H](O[C@H]7O[C@H](CO)[C@@H](O[C@H]8O[C@H](CO)[C@@H](O[C@H]1O[C@@H]2CO)[C@H](O)[C@H]8OC[C@H](C)O)[C@H](O)[C@H]7O)[C@H](O)[C@H]6OC[C@H](C)O)[C@H](O)[C@H]5O)[C@H](O)[C@H]4O)[C@H](O)[C@H]3O. The result is 0 (non-inhibitor).